This data is from Forward reaction prediction with 1.9M reactions from USPTO patents (1976-2016). The task is: Predict the product of the given reaction. (1) Given the reactants [F:1][C:2]([F:11])([F:10])[C:3]1[CH:4]=[C:5]([CH:7]=[CH:8][CH:9]=1)[NH2:6].[C:12]1(=O)[CH2:17][CH2:16][CH2:15][C:14](=[O:18])[CH2:13]1.FC(F)(F)S([O-])(=O)=O.[Yb+3].FC(F)(F)S([O-])(=O)=O.FC(F)(F)S([O-])(=O)=O, predict the reaction product. The product is: [F:1][C:2]([F:10])([F:11])[C:3]1[CH:4]=[C:5]([NH:6][C:12]2[CH2:17][CH2:16][CH2:15][C:14](=[O:18])[CH:13]=2)[CH:7]=[CH:8][CH:9]=1. (2) Given the reactants [CH2:1]([N:8]1[CH:13]2[CH2:14][CH2:15][CH:9]1[CH2:10][CH:11]([NH:16][C:17]1[C:18]([NH2:23])=[CH:19][CH:20]=[CH:21][CH:22]=1)[CH2:12]2)[C:2]1[CH:7]=[CH:6][CH:5]=[CH:4][CH:3]=1.[C:24]1(C)C=CC(S(O)(=O)=O)=C[CH:25]=1, predict the reaction product. The product is: [CH2:1]([N:8]1[CH:9]2[CH2:15][CH2:14][CH:13]1[CH2:12][CH:11]([N:16]1[C:17]3[CH:22]=[CH:21][CH:20]=[CH:19][C:18]=3[N:23]=[C:24]1[CH3:25])[CH2:10]2)[C:2]1[CH:3]=[CH:4][CH:5]=[CH:6][CH:7]=1. (3) The product is: [CH2:1]([C:3]1[CH:11]=[C:10]([CH3:12])[C:9]([C:13]2[NH:17][C:16]3[CH2:18][O:19][CH2:20][CH:21]([CH3:22])[C:15]=3[N:14]=2)=[CH:8][C:4]=1[C:5]([N:24]1[CH2:29][CH2:28][CH:27]([C:30]2[CH:37]=[CH:36][C:33]([C:34]#[N:35])=[CH:32][CH:31]=2)[CH2:26][CH2:25]1)=[O:6])[CH3:2]. Given the reactants [CH2:1]([C:3]1[CH:11]=[C:10]([CH3:12])[C:9]([C:13]2[NH:17][C:16]3[CH2:18][O:19][CH2:20][CH:21]([CH3:22])[C:15]=3[N:14]=2)=[CH:8][C:4]=1[C:5](O)=[O:6])[CH3:2].Cl.[NH:24]1[CH2:29][CH2:28][CH:27]([C:30]2[CH:37]=[CH:36][C:33]([C:34]#[N:35])=[CH:32][CH:31]=2)[CH2:26][CH2:25]1.C(Cl)CCl, predict the reaction product. (4) Given the reactants [Cl:1][C:2]1[N:3]=[N:4][C:5]([NH:12][NH2:13])=[CH:6][C:7]=1[Si:8]([CH3:11])([CH3:10])[CH3:9].C(N(CC)CC)C.[F:21][C:22]1[CH:30]=[CH:29][CH:28]=[CH:27][C:23]=1[C:24](Cl)=[O:25], predict the reaction product. The product is: [Cl:1][C:2]1[N:3]=[N:4][C:5]([N:12]([C:24](=[O:25])[C:23]2[CH:27]=[CH:28][CH:29]=[CH:30][C:22]=2[F:21])[NH2:13])=[CH:6][C:7]=1[Si:8]([CH3:9])([CH3:10])[CH3:11]. (5) Given the reactants [CH3:1][CH2:2][N:3]([CH2:6][CH2:7][NH:8][C:9]([C:11]1[C:12]([CH3:29])=[C:13](/[CH:17]=[C:18]2/[C:19]3[CH:20]=[C:21]([F:28])[CH:22]=[CH:23][C:24]=3[NH:25][C:26]/2=[O:27])[NH:14][C:15]=1[CH3:16])=[O:10])[CH2:4][CH3:5].[CH3:30][S:31]([CH3:33])=[O:32], predict the reaction product. The product is: [CH3:1][CH2:2][N:3]([CH2:6][CH2:7][NH:8][C:9]([C:11]1[C:12]([CH3:29])=[C:13](/[CH:17]=[C:18]2/[C:19]3[CH:20]=[C:21]([F:28])[CH:22]=[CH:23][C:24]=3[NH:25][C:26]/2=[O:27])[NH:14][C:15]=1[CH3:16])=[O:10])[CH2:4][CH3:5].[CH3:30][S:31]([CH3:33])=[O:32].